Dataset: Full USPTO retrosynthesis dataset with 1.9M reactions from patents (1976-2016). Task: Predict the reactants needed to synthesize the given product. Given the product [CH:1]1([CH:6]([C:10]2[CH:15]=[CH:14][C:13]([CH2:16][N:17]3[C:22](=[O:23])[CH2:21][O:20][C:19]([C:24]4[CH:29]=[CH:28][CH:27]=[CH:26][CH:25]=4)=[N:18]3)=[CH:12][CH:11]=2)[C:7]([NH:41][CH2:40][CH2:39][CH2:38][C:35]2([CH2:34][C:33]([O:32][CH3:31])=[O:42])[CH2:36][CH2:37]2)=[O:8])[CH2:5][CH2:4][CH2:3][CH2:2]1, predict the reactants needed to synthesize it. The reactants are: [CH:1]1([CH:6]([C:10]2[CH:15]=[CH:14][C:13]([CH2:16][N:17]3[C:22](=[O:23])[CH2:21][O:20][C:19]([C:24]4[CH:29]=[CH:28][CH:27]=[CH:26][CH:25]=4)=[N:18]3)=[CH:12][CH:11]=2)[C:7](O)=[O:8])[CH2:5][CH2:4][CH2:3][CH2:2]1.Cl.[CH3:31][O:32][C:33](=[O:42])[CH2:34][C:35]1([CH2:38][CH2:39][CH2:40][NH2:41])[CH2:37][CH2:36]1.CN(C(ON1N=NC2C=CC=NC1=2)=[N+](C)C)C.F[P-](F)(F)(F)(F)F.C(N(CC)C(C)C)(C)C.